From a dataset of Peptide-MHC class I binding affinity with 185,985 pairs from IEDB/IMGT. Regression. Given a peptide amino acid sequence and an MHC pseudo amino acid sequence, predict their binding affinity value. This is MHC class I binding data. (1) The peptide sequence is LEQWNLVIGF. The MHC is HLA-B44:03 with pseudo-sequence HLA-B44:03. The binding affinity (normalized) is 0.641. (2) The peptide sequence is CLAVHECFVK. The MHC is HLA-A03:01 with pseudo-sequence HLA-A03:01. The binding affinity (normalized) is 0.258.